This data is from Full USPTO retrosynthesis dataset with 1.9M reactions from patents (1976-2016). The task is: Predict the reactants needed to synthesize the given product. (1) Given the product [Br:1][C:2]1[C:3]([F:12])=[CH:4][C:5]([N+:9]([O-:11])=[O:10])=[C:6]([CH:7]=1)[NH:17][CH3:16], predict the reactants needed to synthesize it. The reactants are: [Br:1][C:2]1[CH:7]=[C:6](F)[C:5]([N+:9]([O-:11])=[O:10])=[CH:4][C:3]=1[F:12].CN.C[CH2:16][N:17](C(C)C)C(C)C.C(OCC)(=O)C. (2) Given the product [CH:32]1([CH2:31][O:30][C:22]2[CH:23]=[CH:24][C:25]3[O:26][CH2:27][O:28][C:29]=3[C:21]=2[C:20]2[CH:19]=[CH:18][N:17]=[C:16]3[C:12]([C:10]([NH:9][C@H:6]4[CH2:7][CH2:8][C@@H:3]([NH:2][C:36](=[O:39])[CH2:37][CH3:38])[CH2:4][CH2:5]4)=[O:11])=[C:13]([CH3:35])[NH:14][C:15]=23)[CH2:33][CH2:34]1, predict the reactants needed to synthesize it. The reactants are: Cl.[NH2:2][C@@H:3]1[CH2:8][CH2:7][C@H:6]([NH:9][C:10]([C:12]2[C:16]3=[N:17][CH:18]=[CH:19][C:20]([C:21]4[C:29]5[O:28][CH2:27][O:26][C:25]=5[CH:24]=[CH:23][C:22]=4[O:30][CH2:31][CH:32]4[CH2:34][CH2:33]4)=[C:15]3[NH:14][C:13]=2[CH3:35])=[O:11])[CH2:5][CH2:4]1.[C:36](Cl)(=[O:39])[CH2:37][CH3:38].